This data is from Catalyst prediction with 721,799 reactions and 888 catalyst types from USPTO. The task is: Predict which catalyst facilitates the given reaction. Reactant: [CH2:1]([C:8]1([C:13]([OH:15])=O)[CH2:12][CH2:11][CH2:10][CH2:9]1)[C:2]1[CH:7]=[CH:6][CH:5]=[CH:4][CH:3]=1.[CH3:16][O:17][C:18](=[O:31])[C@H:19]([CH2:21][C:22]1[CH:27]=[CH:26][C:25]([N+:28]([O-:30])=[O:29])=[CH:24][CH:23]=1)[NH2:20].CN(C(ON1N=NC2C=CC=CC1=2)=[N+](C)C)C.F[P-](F)(F)(F)(F)F.C(N(C(C)C)CC)(C)C. Product: [CH3:16][O:17][C:18](=[O:31])[C@H:19]([CH2:21][C:22]1[CH:27]=[CH:26][C:25]([N+:28]([O-:30])=[O:29])=[CH:24][CH:23]=1)[NH:20][C:13]([C:8]1([CH2:1][C:2]2[CH:3]=[CH:4][CH:5]=[CH:6][CH:7]=2)[CH2:9][CH2:10][CH2:11][CH2:12]1)=[O:15]. The catalyst class is: 3.